Dataset: NCI-60 drug combinations with 297,098 pairs across 59 cell lines. Task: Regression. Given two drug SMILES strings and cell line genomic features, predict the synergy score measuring deviation from expected non-interaction effect. Drug 1: CC1=C(C=C(C=C1)NC2=NC=CC(=N2)N(C)C3=CC4=NN(C(=C4C=C3)C)C)S(=O)(=O)N.Cl. Drug 2: CC12CCC3C(C1CCC2=O)CC(=C)C4=CC(=O)C=CC34C. Cell line: CCRF-CEM. Synergy scores: CSS=59.5, Synergy_ZIP=0.195, Synergy_Bliss=-1.10, Synergy_Loewe=-1.48, Synergy_HSA=-1.33.